This data is from Full USPTO retrosynthesis dataset with 1.9M reactions from patents (1976-2016). The task is: Predict the reactants needed to synthesize the given product. (1) Given the product [C:1]([C:5]1[CH:6]=[CH:7][C:8]([CH:11]2[NH:17][CH2:16][CH2:15][CH2:14][N:13]3[CH:18]=[N:19][CH:20]=[C:12]23)=[CH:9][CH:10]=1)([CH3:4])([CH3:2])[CH3:3], predict the reactants needed to synthesize it. The reactants are: [C:1]([C:5]1[CH:10]=[CH:9][C:8]([C:11]2[C:12]3[N:13]([CH:18]=[N:19][CH:20]=3)[CH2:14][CH2:15][CH2:16][N:17]=2)=[CH:7][CH:6]=1)([CH3:4])([CH3:3])[CH3:2].[BH4-].[Na+].O. (2) Given the product [O:2]1[CH2:3][CH2:4][N:5]([CH2:8][CH2:9][O:10][C:11]2[CH:19]=[C:18]3[C:14]([C:15]([C:27]4[CH:28]=[C:29]([F:34])[CH:30]=[C:31]([F:33])[CH:32]=4)=[C:16]([C:66]4[CH:67]=[CH:68][C:63]([C:62]([F:73])([F:72])[F:61])=[CH:64][CH:65]=4)[C:17]3=[O:20])=[CH:13][CH:12]=2)[CH2:6][CH2:7]1, predict the reactants needed to synthesize it. The reactants are: Cl.[O:2]1[CH2:7][CH2:6][N:5]([CH2:8][CH2:9][O:10][C:11]2[CH:19]=[C:18]3[C:14]([C:15]([C:27]4[CH:32]=[C:31]([F:33])[CH:30]=[C:29]([F:34])[CH:28]=4)=[C:16](C4C=NC=CC=4)[C:17]3=[O:20])=[CH:13][CH:12]=2)[CH2:4][CH2:3]1.O1CCN(CCOC2C=C3C(C(C4C=CC=CC=4)=C(Br)C3=O)=CC=2)CC1.[F:61][C:62]([F:73])([F:72])[C:63]1[CH:68]=[CH:67][C:66](B(O)O)=[CH:65][CH:64]=1.